Dataset: Forward reaction prediction with 1.9M reactions from USPTO patents (1976-2016). Task: Predict the product of the given reaction. Given the reactants BrC1C(N2CCN(C(NC3C=CC=CC=3)=O)CC2)=C2N=C(C3C=CC(N(C)C)=CC=3)NC2=NC=1.[Br:35][C:36]1[C:37]([N:46]2[CH2:51][CH2:50][N:49]([CH2:52][C:53]3[CH:54]=[N:55][C:56]([C:59]([F:62])([F:61])[F:60])=[CH:57][CH:58]=3)[CH2:48][CH2:47]2)=[C:38]([N+:43]([O-])=O)[C:39]([NH2:42])=[N:40][CH:41]=1.[O-]S(S([O-])=O)=O.[Na+].[Na+].[CH3:71][O:72][C:73]1[CH:78]=[CH:77][C:76]([CH:79]=O)=[CH:75][CH:74]=1, predict the reaction product. The product is: [Br:35][C:36]1[C:37]([N:46]2[CH2:51][CH2:50][N:49]([CH2:52][C:53]3[CH:54]=[N:55][C:56]([C:59]([F:62])([F:61])[F:60])=[CH:57][CH:58]=3)[CH2:48][CH2:47]2)=[C:38]2[N:43]=[C:79]([C:76]3[CH:77]=[CH:78][C:73]([O:72][CH3:71])=[CH:74][CH:75]=3)[NH:42][C:39]2=[N:40][CH:41]=1.